This data is from Reaction yield outcomes from USPTO patents with 853,638 reactions. The task is: Predict the reaction yield, written as a fraction of the theoretical maximum amount of product (1.0 means a 100% yield; for example, 0.34 means a 34% yield). (1) The reactants are [F:1][CH2:2][CH2:3][O:4][C:5]1[CH:10]=[CH:9][C:8]([CH:11]([NH:17][C:18]([C@@H:20]2[CH2:25][CH2:24][CH2:23][N:22]([C:26](=[O:42])[CH2:27][CH2:28][CH:29]3[CH2:34][CH2:33][N:32]([C:35]([O:37][C:38]([CH3:41])([CH3:40])[CH3:39])=[O:36])[CH2:31][CH2:30]3)[CH2:21]2)=[O:19])[CH2:12][C:13]([O:15]C)=[O:14])=[CH:7][CH:6]=1.O.O.O.O.O.O.O.O.[OH-].[Ba+2].[OH-].Cl. The catalyst is CO.O. The product is [C:38]([O:37][C:35]([N:32]1[CH2:31][CH2:30][CH:29]([CH2:28][CH2:27][C:26]([N:22]2[CH2:23][CH2:24][CH2:25][C@@H:20]([C:18]([NH:17][CH:11]([C:8]3[CH:7]=[CH:6][C:5]([O:4][CH2:3][CH2:2][F:1])=[CH:10][CH:9]=3)[CH2:12][C:13]([OH:15])=[O:14])=[O:19])[CH2:21]2)=[O:42])[CH2:34][CH2:33]1)=[O:36])([CH3:41])([CH3:40])[CH3:39]. The yield is 0.990. (2) The reactants are [C:1]([O:5][C:6]([C:8]1[C:13]([NH2:14])=[CH:12][CH:11]=[C:10]([CH3:15])[N:9]=1)=[O:7])([CH3:4])([CH3:3])[CH3:2].ClC1C=CC=C(C(OO)=[O:24])C=1.O.[OH-].[Na+]. The catalyst is C(Cl)(Cl)Cl. The product is [C:1]([O:5][C:6]([C:8]1[C:13]([NH2:14])=[CH:12][CH:11]=[C:10]([CH3:15])[N+:9]=1[O-:24])=[O:7])([CH3:4])([CH3:3])[CH3:2]. The yield is 0.996. (3) The yield is 0.720. The product is [F:32][C:33]1[CH:34]=[C:35]([C:39]2[C:40]3[N:46]=[C:1]([C:3]4[C:11]5[C:6](=[N:7][CH:8]=[C:9]([C:12]6[CH:13]=[C:14]([NH:18][C:19](=[O:24])[C:20]([CH3:22])([CH3:21])[CH3:23])[CH:15]=[N:16][CH:17]=6)[CH:10]=5)[NH:5][N:4]=4)[NH:45][C:41]=3[CH:42]=[N:43][CH:44]=2)[CH:36]=[CH:37][CH:38]=1. The reactants are [CH:1]([C:3]1[C:11]2[C:6](=[N:7][CH:8]=[C:9]([C:12]3[CH:13]=[C:14]([NH:18][C:19](=[O:24])[C:20]([CH3:23])([CH3:22])[CH3:21])[CH:15]=[N:16][CH:17]=3)[CH:10]=2)[N:5](C2CCCCO2)[N:4]=1)=O.[S].[F:32][C:33]1[CH:34]=[C:35]([C:39]2[C:40]([NH2:46])=[C:41]([NH2:45])[CH:42]=[N:43][CH:44]=2)[CH:36]=[CH:37][CH:38]=1.C([SiH](CC)CC)C.C(O)(C(F)(F)F)=O. The catalyst is C(O)CCC. (4) The reactants are [Cl:1][C:2]1[CH:7]=[C:6]([Cl:8])[N:5]=[C:4](S(C)(=O)=O)[N:3]=1.[CH:13]1([Mg]Br)[CH2:15][CH2:14]1.C(=O)([O-])[O-].[K+].[K+]. The catalyst is O1CCCC1. The product is [Cl:1][C:2]1[CH:7]=[C:6]([Cl:8])[N:5]=[C:4]([CH:13]2[CH2:15][CH2:14]2)[N:3]=1. The yield is 0.660.